This data is from Full USPTO retrosynthesis dataset with 1.9M reactions from patents (1976-2016). The task is: Predict the reactants needed to synthesize the given product. (1) Given the product [CH2:28]([O:30][CH:31]([O:34][CH2:35][CH3:36])[CH2:32][NH:33][C:20]([C:15]1[CH:14]=[C:13]([C:10]2[CH:11]=[CH:12][C:7]([NH:6][C:4](=[O:5])[C:3]3[C:2]([F:1])=[CH:26][CH:25]=[CH:24][C:23]=3[F:27])=[CH:8][CH:9]=2)[C:18]([CH3:19])=[CH:17][CH:16]=1)=[O:21])[CH3:29], predict the reactants needed to synthesize it. The reactants are: [F:1][C:2]1[CH:26]=[CH:25][CH:24]=[C:23]([F:27])[C:3]=1[C:4]([NH:6][C:7]1[CH:12]=[CH:11][C:10]([C:13]2[C:18]([CH3:19])=[CH:17][CH:16]=[C:15]([C:20](O)=[O:21])[CH:14]=2)=[CH:9][CH:8]=1)=[O:5].[CH2:28]([O:30][CH:31]([O:34][CH2:35][CH3:36])[CH2:32][NH2:33])[CH3:29].CN(C)CCCN=C=NCC. (2) The reactants are: [OH:1][C@H:2]1[CH2:6][CH2:5][N:4]([C:7]([O:9][C:10]([CH3:13])([CH3:12])[CH3:11])=[O:8])[CH2:3]1.CCN(CC)CC.[C:21](Cl)(=[O:28])[C:22]1[CH:27]=[CH:26][CH:25]=[CH:24][CH:23]=1. Given the product [C:21]([O:1][C@H:2]1[CH2:6][CH2:5][N:4]([C:7]([O:9][C:10]([CH3:13])([CH3:12])[CH3:11])=[O:8])[CH2:3]1)(=[O:28])[C:22]1[CH:27]=[CH:26][CH:25]=[CH:24][CH:23]=1, predict the reactants needed to synthesize it. (3) Given the product [C:1]([O:5][C:6]([N:8]1[CH2:13][CH2:12][CH:11]([N:14]2[C:18]3=[N:19][CH:20]=[N:21][C:22]([O:33][C:32]4[CH:31]=[CH:30][C:27]([C:28]#[N:29])=[CH:26][C:25]=4[F:24])=[C:17]3[CH:16]=[N:15]2)[CH2:10][CH2:9]1)=[O:7])([CH3:4])([CH3:3])[CH3:2], predict the reactants needed to synthesize it. The reactants are: [C:1]([O:5][C:6]([N:8]1[CH2:13][CH2:12][CH:11]([N:14]2[C:18]3=[N:19][CH:20]=[N:21][C:22](Cl)=[C:17]3[CH:16]=[N:15]2)[CH2:10][CH2:9]1)=[O:7])([CH3:4])([CH3:3])[CH3:2].[F:24][C:25]1[CH:26]=[C:27]([CH:30]=[CH:31][C:32]=1[OH:33])[C:28]#[N:29]. (4) Given the product [CH2:1]([O:8][C:9]1[CH:14]=[CH:13][C:12]([CH2:15][C:16]([OH:29])=[O:26])=[CH:11][C:10]=1[CH3:18])[C:2]1[CH:7]=[CH:6][CH:5]=[CH:4][CH:3]=1, predict the reactants needed to synthesize it. The reactants are: [CH2:1]([O:8][C:9]1[CH:14]=[CH:13][C:12]([C:15](=O)[CH3:16])=[CH:11][C:10]=1[CH3:18])[C:2]1[CH:7]=[CH:6][CH:5]=[CH:4][CH:3]=1.N1CCOCC1.[S].[OH-:26].[K+].Cl.[OH2:29]. (5) The reactants are: [ClH:1].[C:2]([C:5]1[CH:10]([C:11]2[CH:16]=[C:15]([F:17])[C:14]([F:18])=[C:13]([F:19])[CH:12]=2)[N:9]([C:20]([NH:22][CH2:23][CH2:24][CH2:25][N:26]2[CH2:31][CH2:30][CH:29]([C:32]3[CH:37]=[CH:36][CH:35]=[C:34]([NH:38][C:39](=[O:43])[CH:40]([CH3:42])[CH3:41])[CH:33]=3)[CH2:28][CH2:27]2)=[O:21])[C:8]([O:44]C)=[N:7][C:6]=1[CH3:46])(=[O:4])[CH3:3]. Given the product [ClH:1].[C:2]([C:5]1[CH:10]([C:11]2[CH:16]=[C:15]([F:17])[C:14]([F:18])=[C:13]([F:19])[CH:12]=2)[N:9]([C:20]([NH:22][CH2:23][CH2:24][CH2:25][N:26]2[CH2:31][CH2:30][CH:29]([C:32]3[CH:37]=[CH:36][CH:35]=[C:34]([NH:38][C:39](=[O:43])[CH:40]([CH3:41])[CH3:42])[CH:33]=3)[CH2:28][CH2:27]2)=[O:21])[C:8](=[O:44])[NH:7][C:6]=1[CH3:46])(=[O:4])[CH3:3], predict the reactants needed to synthesize it. (6) Given the product [F:1][C:2]1[CH:7]=[C:6]([F:8])[CH:5]=[CH:4][C:3]=1[C:9]1[N:10]2[C:15]([CH:16]=[CH:17][C:18]=1[CH:19]=[O:20])=[C:14]([C:22]1[C:23]([F:29])=[CH:24][CH:25]=[CH:26][C:27]=1[F:28])[C:13](=[O:30])[CH:12]=[CH:11]2, predict the reactants needed to synthesize it. The reactants are: [F:1][C:2]1[CH:7]=[C:6]([F:8])[CH:5]=[CH:4][C:3]=1[C:9]1[N:10]2[C:15]([CH:16]=[CH:17][C:18]=1[CH2:19][O:20]C)=[C:14]([C:22]1[C:27]([F:28])=[CH:26][CH:25]=[CH:24][C:23]=1[F:29])[C:13](=[O:30])[CH:12]=[CH:11]2.CC(OI1(OC(C)=O)(OC(C)=O)OC(=O)C2C=CC=CC1=2)=O. (7) Given the product [C:14]([NH:17][NH:18][C:11]([C:9]1[S:10][C:3]2[C:4](=[N:5][CH:6]=[CH:7][C:2]=2[Cl:1])[CH:8]=1)=[O:12])(=[O:16])[CH3:15], predict the reactants needed to synthesize it. The reactants are: [Cl:1][C:2]1[CH:7]=[CH:6][N:5]=[C:4]2[CH:8]=[C:9]([C:11](Cl)=[O:12])[S:10][C:3]=12.[C:14]([NH:17][NH2:18])(=[O:16])[CH3:15]. (8) Given the product [CH3:1][O:2][C:3]1[CH:4]=[C:5]2[C:10](=[CH:11][CH:12]=1)[CH:9]=[C:8]([C@@H:13]([CH3:37])[C:14]([O:16][C@H:17]([C:27]1[CH:32]=[CH:31][C:30]([O:33][CH3:34])=[C:29]([O:35][CH3:36])[CH:28]=1)[CH2:18][C:19]1[C:24]([Cl:25])=[CH:23][N:22]=[CH:21][C:20]=1[Cl:26])=[O:15])[CH:7]=[CH:6]2, predict the reactants needed to synthesize it. The reactants are: [CH3:1][O:2][C:3]1[CH:4]=[C:5]2[C:10](=[CH:11][CH:12]=1)[CH:9]=[C:8]([CH:13]([CH3:37])[C:14]([O:16][C@H:17]([C:27]1[CH:32]=[CH:31][C:30]([O:33][CH3:34])=[C:29]([O:35][CH3:36])[CH:28]=1)[CH2:18][C:19]1[C:24]([Cl:25])=[CH:23][N:22]=[CH:21][C:20]=1[Cl:26])=[O:15])[CH:7]=[CH:6]2.CO. (9) Given the product [NH:1]1[C:5]2[CH:6]=[CH:7][CH:8]=[CH:9][C:4]=2[N:3]=[C:2]1[CH2:10][N:11]([CH2:22][C:23]1[CH:30]=[CH:29][C:26]([CH2:27][N:32]([CH3:33])[CH3:31])=[CH:25][CH:24]=1)[CH:12]1[C:21]2[N:20]=[CH:19][CH:18]=[CH:17][C:16]=2[CH2:15][CH2:14][CH2:13]1, predict the reactants needed to synthesize it. The reactants are: [NH:1]1[C:5]2[CH:6]=[CH:7][CH:8]=[CH:9][C:4]=2[N:3]=[C:2]1[CH2:10][N:11]([CH2:22][C:23]1[CH:30]=[CH:29][C:26]([CH:27]=O)=[CH:25][CH:24]=1)[CH:12]1[C:21]2[N:20]=[CH:19][CH:18]=[CH:17][C:16]=2[CH2:15][CH2:14][CH2:13]1.[CH3:31][NH:32][CH3:33].[BH-](OC(C)=O)(OC(C)=O)OC(C)=O.[Na+]. (10) Given the product [CH2:53]([NH:52][C:20](=[O:22])[CH:19]([NH:18][C:16]([C:13]1[CH:12]=[C:11]([C:7]2[CH:6]=[C:5]([O:4][C:3]3[CH:29]=[C:30]([C:33]([NH:35][C:36]4[CH:41]=[C:40]([CH3:42])[CH:39]=[CH:38][C:37]=4[F:43])=[O:34])[CH:31]=[CH:32][C:2]=3[F:1])[CH:10]=[CH:9][N:8]=2)[NH:15][CH:14]=1)=[O:17])[CH2:23][CH2:24][C:25]([O:27][CH3:28])=[O:26])[CH3:54], predict the reactants needed to synthesize it. The reactants are: [F:1][C:2]1[CH:32]=[CH:31][C:30]([C:33]([NH:35][C:36]2[CH:41]=[C:40]([CH3:42])[CH:39]=[CH:38][C:37]=2[F:43])=[O:34])=[CH:29][C:3]=1[O:4][C:5]1[CH:10]=[CH:9][N:8]=[C:7]([C:11]2[NH:15][CH:14]=[C:13]([C:16]([NH:18][CH:19]([CH2:23][CH2:24][C:25]([O:27][CH3:28])=[O:26])[C:20]([OH:22])=O)=[O:17])[CH:12]=2)[CH:6]=1.CN(C(O[N:52]1N=N[C:54]2C=CC=N[C:53]1=2)=[N+](C)C)C.F[P-](F)(F)(F)(F)F.C(N(CC)C(C)C)(C)C.Cl.